This data is from Reaction yield outcomes from USPTO patents with 853,638 reactions. The task is: Predict the reaction yield, written as a fraction of the theoretical maximum amount of product (1.0 means a 100% yield; for example, 0.34 means a 34% yield). (1) The reactants are [Cl:1][C:2]1[N:3]=[C:4]([C:12]([O:14][CH2:15][CH3:16])=C)[C:5]2[C:10]([CH:11]=1)=[CH:9][CH:8]=[CH:7][CH:6]=2.[Mn]([O-])(=O)(=O)=[O:18].[K+]. No catalyst specified. The product is [Cl:1][C:2]1[N:3]=[C:4]([C:12]([O:14][CH2:15][CH3:16])=[O:18])[C:5]2[C:10]([CH:11]=1)=[CH:9][CH:8]=[CH:7][CH:6]=2. The yield is 0.400. (2) The reactants are [Br:1][C:2]1[CH:3]=[C:4]([C:10]([N:12]2[CH2:17][CH2:16][CH2:15][CH2:14][CH2:13]2)=O)[CH:5]=[C:6]([F:9])[C:7]=1[F:8].B.C1COCC1.C([O-])(O)=O.[Na+]. The catalyst is CCOC(C)=O. The product is [Br:1][C:2]1[CH:3]=[C:4]([CH:5]=[C:6]([F:9])[C:7]=1[F:8])[CH2:10][N:12]1[CH2:13][CH2:14][CH2:15][CH2:16][CH2:17]1. The yield is 0.783.